This data is from Catalyst prediction with 721,799 reactions and 888 catalyst types from USPTO. The task is: Predict which catalyst facilitates the given reaction. Reactant: [CH:1]([C:3]1[CH:18]=[CH:17][C:6]([O:7][C:8]2[N:9]=[CH:10][C:11]([C:14]([NH2:16])=[O:15])=[N:12][CH:13]=2)=[C:5]([O:19][CH3:20])[CH:4]=1)=O.[CH:21]([O:24][CH2:25][CH2:26][NH2:27])([CH3:23])[CH3:22].[BH4-].[Na+]. Product: [CH:21]([O:24][CH2:25][CH2:26][NH:27][CH2:1][C:3]1[CH:18]=[CH:17][C:6]([O:7][C:8]2[N:9]=[CH:10][C:11]([C:14]([NH2:16])=[O:15])=[N:12][CH:13]=2)=[C:5]([O:19][CH3:20])[CH:4]=1)([CH3:23])[CH3:22]. The catalyst class is: 5.